The task is: Regression. Given a peptide amino acid sequence and an MHC pseudo amino acid sequence, predict their binding affinity value. This is MHC class I binding data.. This data is from Peptide-MHC class I binding affinity with 185,985 pairs from IEDB/IMGT. (1) The MHC is HLA-A26:02 with pseudo-sequence HLA-A26:02. The binding affinity (normalized) is 0.0847. The peptide sequence is REVFDYLLP. (2) The peptide sequence is VMNSNTLLSAW. The MHC is HLA-B45:01 with pseudo-sequence HLA-B45:01. The binding affinity (normalized) is 0. (3) The peptide sequence is QEPKEGTKKL. The MHC is HLA-B40:01 with pseudo-sequence HLA-B40:01. The binding affinity (normalized) is 0.781. (4) The peptide sequence is YQHLHTAPK. The MHC is HLA-A24:03 with pseudo-sequence HLA-A24:03. The binding affinity (normalized) is 0.0847. (5) The binding affinity (normalized) is 0.442. The MHC is BoLA-JSP.1 with pseudo-sequence BoLA-JSP.1. The peptide sequence is VLPPLSADL. (6) The peptide sequence is GSRAYRNAL. The binding affinity (normalized) is 0.0847. The MHC is HLA-A02:19 with pseudo-sequence HLA-A02:19. (7) The peptide sequence is FLPIFFIFA. The MHC is HLA-A02:16 with pseudo-sequence HLA-A02:16. The binding affinity (normalized) is 0.580. (8) The peptide sequence is FAVQNGTIL. The MHC is H-2-Db with pseudo-sequence H-2-Db. The binding affinity (normalized) is 0.959.